This data is from CYP2C19 inhibition data for predicting drug metabolism from PubChem BioAssay. The task is: Regression/Classification. Given a drug SMILES string, predict its absorption, distribution, metabolism, or excretion properties. Task type varies by dataset: regression for continuous measurements (e.g., permeability, clearance, half-life) or binary classification for categorical outcomes (e.g., BBB penetration, CYP inhibition). Dataset: cyp2c19_veith. (1) The compound is Cc1ccc(=O)n(-c2ccccc2)c1. The result is 0 (non-inhibitor). (2) The drug is O=C(O)c1ccc(Nc2ccnc3cc(Cl)ccc23)cc1O. The result is 0 (non-inhibitor). (3) The compound is CCC(C(=O)N1CCOCC1)n1c(C(=O)OC)cc2occc21. The result is 1 (inhibitor). (4) The drug is NCCOc1ccccn1. The result is 0 (non-inhibitor). (5) The molecule is CNC[C@H](O)c1ccc(OC(=O)C(C)(C)C)c(OC(=O)C(C)(C)C)c1. The result is 0 (non-inhibitor). (6) The molecule is C(=Nc1cnc2ccccc2c1)c1ccc2ccccc2n1. The result is 0 (non-inhibitor). (7) The compound is Cc1c(NC(C)C)c(=O)n(-c2ccccc2)n1C. The result is 0 (non-inhibitor).